Task: Token-level Classification. Given an antigen amino acid sequence, predict which amino acid positions are active epitope sites capable of antibody binding. Output is a list of indices for active positions.. Dataset: B-cell epitopes from IEDB database with 3,159 antigens for binding position prediction (1) Given the antigen sequence: QEGRTAKQEPLLFALAVCSQCADINTKQAAFKAVPEVCRIPTHLFTFIQFKKDLKESMKCGMWGRALRKAVADWYNEKGGMAVALVVTKYKQRNGWSHKDLLRLSHLKPSSEGLAIVTKYITKGWKEVHEEYKEKALSVEAEKLLKYLEAVEKVKRTKDDLEVIHLIEEHQLVREHLLTNHLKSKEVWKALLQEMPLTALLRNLGKMTANSVLEPGNSEVSLICEKLSNEKLLKKARIHPFHVLIALETYRAGHGLRGKLKWIPDKDILQALDAAFYTTFKTVEPTGKRFLLAVDVSASMNQRALGSVLNASTVAAAMCMVVTRTEKESSVVAFACDMVPFPVTTDMTLQQVLTAMNKVPAGNTDCSLPMIWAQKTDTAADVFVVFTDNETFAGQVHPAVALREYRKKMDIPAKLIVCGMTSNGFTIADPDDRGMLDMCGFDTAALDVIRNFTLDVI, which amino acid positions are active epitope sites? The epitope positions are: [234, 235, 236, 237, 238, 239, 240, 241, 242, 243, 244, 245, 246, 247, 248, 249, 250, 251, 252, 253]. The amino acids at these positions are: KARIHPFHVLIALETYRAGH. (2) The epitope positions are: [120, 121, 122, 123, 124, 125, 126, 127, 128, 129, 130, 131, 132, 133, 134]. The amino acids at these positions are: VTPRTPPPSQGKGAE. Given the antigen sequence: MASQKRPSQRHGSKYLATASTMDHARHGFLPRHRDTGILDSIGRFFGGDRGAPKRGSGKVPWLKPGRSPLPSHARSQPGLCNMYKDSHHPARTAHYGSLPQKSHGRTQDENPVVHFFKNIVTPRTPPPSQGKGAEGQRPGFGYGGRASDYKSAHKGFKGVDAQGTLSKIFKLGGRDSRSGSPMARR, which amino acid positions are active epitope sites? (3) Given the antigen sequence: MAENLLDGPPNPKRAKLSSPGFSANDSTDFGSLFDLENDLPDELIPNGGELGLLNSGNLVPDAASKHKQLSELLRGGSGSSINPGIGNVSASSPVQQGLGGQAQGQPNSANMASLSAMGKSPLSQGDSSAPSLPKQAASTSGPTPAASQALNPQAQKQVGLATSSPATSQTGPGICMNANFNQTHPGLLNSNSGHSLINQASQGQAQVMNGSLGAAGRGRGAGMPYPTPAMQGASSSVLAETLTQVSPQMTGHAGLNTAQAGGMAKMGITGNTSPFGQPFSQAGGQPMGATGVNPQLASKQSMVNSLPTFPTDIKNTSVTNVPNMSQMQTSVGIVPTQAIATGPTADPEKRKLIQQQLVLLLHAHKCQRREQANGEVRACSLPHCRTMKNVLNHMTHCQAGKACQVAHCASSRQIISHWKNCTRHDCPVCLPLKNASDKRNQQTILGSPASGIQNTIGSVGTGQQNATSLSNPNPIDPSSMQRAYAALGLPYMNQPQTQL..., which amino acid positions are active epitope sites? The epitope positions are: [2069, 2070, 2071, 2072, 2073, 2074, 2075, 2076, 2077, 2078, 2079, 2080, 2081, 2082, 2083, 2084, 2085, 2086, 2087, 2088... (21 total positions)]. The amino acids at these positions are: LLRTLKSPSSPQQQQQVLNIL. (4) Given the antigen sequence: MMRNEFRVSTTENVVNLSNYEDARAKMSFALDQEDWKSDPSQGGGVKITHFTTWTSIPTLAAQFPFNASDSVGQQIKVIPVDPYFFQMTNTNPDQKCITALASICQMFCFWRGDLVFDFQVFPTKYH, which amino acid positions are active epitope sites? The epitope positions are: [62, 63, 64, 65, 66, 67, 68, 69, 70, 71, 72, 73]. The amino acids at these positions are: QFPFNASDSVGQ. (5) Given the antigen sequence: MADGSSDAAREPRPAPAPIRRRSSNYRAYATEPHAKKKSKISASRKLQLKTLLLQIAKQELEREAEERRGEKGRALSTRCQPLELAGLGFAELQDLCRQLHARVDKVDEERYDIEAKVTKNITEIADLTQKIFDLRGKFKRPTLRRVRISADAMMQALLGARAKESLDLRAHLKQVKKEDTEKENREVGDWRKNIDALSGMEGRKKKFES, which amino acid positions are active epitope sites? The epitope positions are: [168, 169, 170, 171, 172, 173, 174]. The amino acids at these positions are: LRAHLKQ. (6) Given the antigen sequence: MDVTKKSKRDGTEVTERIVTETVTTRLTSLPPKGSTSNGYAKTGSLGGGSRLEKQSLTHGSSGYINSSGSIRGNASTSSYRRTHSPASTLPNSPGSTFERKAHMTRHGTYEGSSSGNSSPEYPRKELASSSTRGRSQTRESEIRVRLQSASPSTRWTELDEVKSLLKGSRSASASPTRNTSNTLPIPKKGTVETKTVTASSHSVSGTYDSAILDTNFPPHMWSSTLPAGSSLGTYQNNITAQSTSLLNTNAYSTGSVFGVPNNMASCSPTLHPGLSSCSSVFGMQNNLGPSSSVLSHGTTTASTAYGAKKNVPQPPTVTSTGVCTSATCTTSVQSDDLLHKDCKFLILEKDNTPAKKEMELLIMTKDSGKVFTASPATISSTSFSEDTLKKEKQAAYAADTCLKADVNGDLNTVSTKSKMTSAENHGYDRGGGGGRGKGGGAGGGGGGGGASGGGGAWGAAPAWCPCGSCCSWWKWLLGLLLTWLLLLGLLFGLIALAEE..., which amino acid positions are active epitope sites? The epitope positions are: [530, 531, 532, 533, 534, 535, 536, 537, 538, 539, 540, 541, 542, 543, 544, 545, 546, 547, 548]. The amino acids at these positions are: LQAEAPSLGPGLGKAELDG. (7) The epitope positions are: [375, 376, 377, 378, 379, 380, 381, 382, 383, 384, 385, 386, 387, 388]. The amino acids at these positions are: DPNGWTGTDNNFSI. Given the antigen sequence: MNPNQKIITIGSVCMTIGMANLILQIGNIISIWISHSIQLGNQNQIETCNQSVITYENNTWVNQTYVNISNTNFAAGQSVVSVKLAGNSSLCPVSGWAIYSKDNSVRIGSKGDVFVIREPFISCSPLECRTFFLTQGALLNDKHSNGTIKDRSPYRTLMSCPIGEVPSPYNSRFESVAWSASACHDGINWLTIGISGPDNGAVAVLKYNGIITDTIKSWRNNILRTQESECACVNGSCFTVMTDGPSNGQASYKIFRIEKGKIVKSVEMNAPNYHYEECSCYPDSSEITCVCRDNWHGSNRPWVSFNQNLEYQIGYICSGIFGDNPRPNDKTGSCGPVSSNGANGVKGFSFKYGNGVWIGRTKSISSRNGFEMIWDPNGWTGTDNNFSIKQDIVGINEWSGYSGSFVQHPELTGLDCIRPCFWVELIRGRPKENTIWTSGSSISFCGVNSDTVGWSWPDGAELPFTIDK, which amino acid positions are active epitope sites? (8) Given the antigen sequence: SKEPLRPRCRPINATLAVEKEGCPVCITVNTTICAGYCPTMTRVLQGVLPALPQVVCNYRDVRFESIRLPGCPRGVNPVVSYAVALSCQCALCRRSTTDCGGPKDHPLTCDDPRFQASSSSKAPPPSLPSPSRLPGPSDTPILPQ, which amino acid positions are active epitope sites? The epitope positions are: [130, 131, 132, 133, 134, 135, 136, 137, 138, 139]. The amino acids at these positions are: PSRLPGPSDT. (9) Given the antigen sequence: ALFVAMWTDVGLCKKRPKPGGWNTGGSRYPGQGSPGGNRYPPQGGGTWGQPHGGGWGQPHGGGWGQPHGGGWGQPHGGGWGQGGGTHNQWNKPSKPKTNMKHMAGAAAAGAVVGGLGGYMLGSAMSRPMMHFGNDWEDRYYRENMNRYPNQVYYRPVDQYNNQNNFVHDCVNITIKQHTVTTTTKGENFTETDIKIMERVVEQMCTTQYQKESQAYYDGRRSSAVLFSSPPVILLISFLIFLIVG, which amino acid positions are active epitope sites? The epitope positions are: [89, 90, 91, 92, 93, 94, 95, 96, 97, 98, 99, 100, 101]. The amino acids at these positions are: WNKPSKPKTNMKH. (10) The epitope positions are: [151, 152, 153, 154, 155, 156, 157, 158, 159, 160, 161, 162, 163, 164]. The amino acids at these positions are: SLSTNLQESLRSKE. Given the antigen sequence: CDLPQTHSLGSRRTLMLLAQMRRISLFSCLKDRHDFGFPQEEFGNQFQKAETIPVLHEMIQQIFNLFSTKDSSAAWDETLLDKFYTELYQQLNDLEACVIQGVGVTETPLMKEDSILAVRKYFQRITLYLKEKKYSPCAWEVVRAEIMRSFSLSTNLQESLRSKE, which amino acid positions are active epitope sites?